The task is: Regression. Given two drug SMILES strings and cell line genomic features, predict the synergy score measuring deviation from expected non-interaction effect.. This data is from NCI-60 drug combinations with 297,098 pairs across 59 cell lines. Drug 1: CC(CN1CC(=O)NC(=O)C1)N2CC(=O)NC(=O)C2. Drug 2: C1CN(P(=O)(OC1)NCCCl)CCCl. Cell line: BT-549. Synergy scores: CSS=7.91, Synergy_ZIP=-3.18, Synergy_Bliss=1.06, Synergy_Loewe=-4.28, Synergy_HSA=0.778.